This data is from Catalyst prediction with 721,799 reactions and 888 catalyst types from USPTO. The task is: Predict which catalyst facilitates the given reaction. (1) Reactant: [CH3:1][O:2][C:3]1[CH:4]=[C:5]2[C:10](=[CH:11][C:12]=1[O:13][CH3:14])[N:9]=[CH:8][CH:7]=[C:6]2[O:15][C:16]1[CH:22]=[CH:21][C:19]([NH2:20])=[C:18]([CH3:23])[C:17]=1[CH3:24].C1(C)C=CC=CC=1.C(N(CC)CC)C.Cl[C:40](Cl)([O:42]C(=O)OC(Cl)(Cl)Cl)Cl.[Cl:51][C:52]1[CH:60]=[CH:59][CH:58]=[CH:57][C:53]=1[CH:54]([OH:56])[CH3:55]. Product: [CH3:1][O:2][C:3]1[CH:4]=[C:5]2[C:10](=[CH:11][C:12]=1[O:13][CH3:14])[N:9]=[CH:8][CH:7]=[C:6]2[O:15][C:16]1[CH:22]=[CH:21][C:19]([NH:20][C:40](=[O:42])[O:56][CH:54]([C:53]2[CH:57]=[CH:58][CH:59]=[CH:60][C:52]=2[Cl:51])[CH3:55])=[C:18]([CH3:23])[C:17]=1[CH3:24]. The catalyst class is: 2. (2) Reactant: [Br:1][C:2]1[S:3][C:4]([CH3:10])=[C:5]([CH2:7][CH2:8][OH:9])[N:6]=1.[CH2:11]([O:13][C:14](=[O:26])[CH2:15][C@H:16]1[C:24]2[C:19](=[CH:20][C:21](O)=[CH:22][CH:23]=2)[CH2:18][CH2:17]1)[CH3:12].C1C=CC(P(C2C=CC=CC=2)C2C=CC=CC=2)=CC=1.C1CCN(C(N=NC(N2CCCCC2)=O)=O)CC1. Product: [Br:1][C:2]1[S:3][C:4]([CH3:10])=[C:5]([CH2:7][CH2:8][O:9][C:21]2[CH:20]=[C:19]3[C:24](=[CH:23][CH:22]=2)[C@H:16]([CH2:15][C:14]([O:13][CH2:11][CH3:12])=[O:26])[CH2:17][CH2:18]3)[N:6]=1. The catalyst class is: 1. (3) Product: [CH2:14]([C:5]1[N:4]([CH3:9])[C:3](=[O:10])[C:2]([Br:1])=[CH:7][N:6]=1)[C:15]1[CH:20]=[CH:19][CH:18]=[CH:17][CH:16]=1. The catalyst class is: 516. Reactant: [Br:1][C:2]1[C:3](=[O:10])[N:4]([CH3:9])[C:5](Cl)=[N:6][CH:7]=1.N#N.[Br-].[CH2:14]([Zn+])[C:15]1[CH:20]=[CH:19][CH:18]=[CH:17][CH:16]=1. (4) Reactant: [CH2:1]([N:8]=[C:9]=[O:10])[C:2]1[CH:7]=[CH:6][CH:5]=[CH:4][CH:3]=1.[NH2:11][C:12]1[CH:17]=[CH:16][C:15]([C:18]2[C:26]3[C:25]([NH2:27])=[N:24][CH:23]=[N:22][C:21]=3[N:20]([CH:28]3[CH2:32][CH2:31][CH2:30][CH2:29]3)[CH:19]=2)=[CH:14][C:13]=1[O:33][CH3:34].C(N(CC)C(C)C)(C)C. Product: [NH2:27][C:25]1[C:26]2[C:18]([C:15]3[CH:16]=[CH:17][C:12]([NH:11][C:9]([NH:8][CH2:1][C:2]4[CH:7]=[CH:6][CH:5]=[CH:4][CH:3]=4)=[O:10])=[C:13]([O:33][CH3:34])[CH:14]=3)=[CH:19][N:20]([CH:28]3[CH2:29][CH2:30][CH2:31][CH2:32]3)[C:21]=2[N:22]=[CH:23][N:24]=1. The catalyst class is: 4. (5) Reactant: [CH3:1][C:2]([CH3:8])([CH3:7])[CH2:3][CH2:4][Mg]Cl.[F:9][C:10]1[CH:15]=[CH:14][C:13]([O:16][CH3:17])=[CH:12][C:11]=1[C:18]1[C:19]([CH:34]=[O:35])=[CH:20][C:21]([O:24][CH2:25][C:26]2[CH:31]=[CH:30][C:29]([O:32][CH3:33])=[CH:28][CH:27]=2)=[CH:22][CH:23]=1.[Cl-].[NH4+]. Product: [F:9][C:10]1[CH:15]=[CH:14][C:13]([O:16][CH3:17])=[CH:12][C:11]=1[C:18]1[CH:23]=[CH:22][C:21]([O:24][CH2:25][C:26]2[CH:31]=[CH:30][C:29]([O:32][CH3:33])=[CH:28][CH:27]=2)=[CH:20][C:19]=1[CH:34]([OH:35])[CH2:4][CH2:3][C:2]([CH3:8])([CH3:7])[CH3:1]. The catalyst class is: 1.